This data is from Catalyst prediction with 721,799 reactions and 888 catalyst types from USPTO. The task is: Predict which catalyst facilitates the given reaction. (1) Reactant: N1C=CN=C1.[I:6]I.[Si:8]([O:25][CH2:26][CH2:27][CH2:28][CH2:29][CH2:30]O)([C:21]([CH3:24])([CH3:23])[CH3:22])([C:15]1[CH:20]=[CH:19][CH:18]=[CH:17][CH:16]=1)[C:9]1[CH:14]=[CH:13][CH:12]=[CH:11][CH:10]=1.C1C=CC(P(C2C=CC=CC=2)C2C=CC=CC=2)=CC=1. Product: [C:21]([Si:8]([O:25][CH2:26][CH2:27][CH2:28][CH2:29][CH2:30][I:6])([C:15]1[CH:16]=[CH:17][CH:18]=[CH:19][CH:20]=1)[C:9]1[CH:14]=[CH:13][CH:12]=[CH:11][CH:10]=1)([CH3:23])([CH3:24])[CH3:22]. The catalyst class is: 2. (2) Reactant: [CH:1]12[CH2:7][CH:4]([NH:5][CH2:6]1)[CH2:3][N:2]2[C:8]1[N:13]2[CH:14]=[CH:15][N:16]=[C:12]2[CH:11]=[C:10]([C:17]2[CH:22]=[CH:21][N:20]=[C:19]([NH:23][CH:24]([C:26]3[CH:31]=[CH:30][CH:29]=[CH:28][CH:27]=3)[CH3:25])[CH:18]=2)[N:9]=1.[CH:32](=O)[CH2:33][CH2:34][CH3:35].CO. Product: [CH2:32]([N:5]1[CH2:6][C@@H:1]2[CH2:7][C@H:4]1[CH2:3][N:2]2[C:8]1[N:13]2[CH:14]=[CH:15][N:16]=[C:12]2[CH:11]=[C:10]([C:17]2[CH:22]=[CH:21][N:20]=[C:19]([NH:23][C@H:24]([C:26]3[CH:27]=[CH:28][CH:29]=[CH:30][CH:31]=3)[CH3:25])[CH:18]=2)[N:9]=1)[CH2:33][CH2:34][CH3:35]. The catalyst class is: 373. (3) Reactant: C([Si](C)(C)[O:6][C:7]1[CH:12]=[CH:11][C:10]([C:13]2[C:17]([C:18]3[CH:23]=[CH:22][CH:21]=[CH:20][CH:19]=3)=[C:16]([C:24]3([CH:27]([OH:30])[CH2:28][CH3:29])[CH2:26][CH2:25]3)[O:15][N:14]=2)=[CH:9][CH:8]=1)(C)(C)C.O.[F-].C([N+](CCCC)(CCCC)CCCC)CCC.[Cl-].[NH4+].C(OCC)(=O)C. Product: [OH:30][CH:27]([C:24]1([C:16]2[O:15][N:14]=[C:13]([C:10]3[CH:9]=[CH:8][C:7]([OH:6])=[CH:12][CH:11]=3)[C:17]=2[C:18]2[CH:23]=[CH:22][CH:21]=[CH:20][CH:19]=2)[CH2:26][CH2:25]1)[CH2:28][CH3:29]. The catalyst class is: 1. (4) Product: [CH3:37][O:38][C:39]1[CH:44]=[C:43]([O:45][CH3:46])[CH:42]=[CH:41][C:40]=1[C:47]([N:49]=[C:50]=[S:51])=[O:48].[Cl:14][C:15]1[CH:16]=[C:17]([NH:18][C:50]([NH:49][C:47](=[O:48])[C:40]2[CH:41]=[CH:42][C:43]([O:45][CH3:46])=[CH:44][C:39]=2[O:38][CH3:37])=[S:51])[CH:19]=[CH:20][C:21]=1[O:22][C:23]1[C:32]2[C:27](=[CH:28][C:29]([O:35][CH3:36])=[C:30]([O:33][CH3:34])[CH:31]=2)[N:26]=[CH:25][CH:24]=1. Reactant: COC1C=C(OC)C=CC=1C(Cl)=O.[Cl:14][C:15]1[CH:16]=[C:17]([CH:19]=[CH:20][C:21]=1[O:22][C:23]1[C:32]2[C:27](=[CH:28][C:29]([O:35][CH3:36])=[C:30]([O:33][CH3:34])[CH:31]=2)[N:26]=[CH:25][CH:24]=1)[NH2:18].[CH3:37][O:38][C:39]1[CH:44]=[C:43]([O:45][CH3:46])[CH:42]=[CH:41][C:40]=1[C:47]([N:49]=[C:50]=[S:51])=[O:48]. The catalyst class is: 234. (5) Reactant: [N+:1]([C:4]1[CH:5]=[CH:6][C:7]([CH:10](C(OCC)=O)[C:11]([O:13][CH2:14][CH3:15])=[O:12])=[N:8][CH:9]=1)([O-:3])=[O:2].[Na+].[Cl-].O. Product: [N+:1]([C:4]1[CH:5]=[CH:6][C:7]([CH2:10][C:11]([O:13][CH2:14][CH3:15])=[O:12])=[N:8][CH:9]=1)([O-:3])=[O:2]. The catalyst class is: 16. (6) Reactant: [Br:1][C:2]1[C:10]2[C:5](=[N:6][CH:7]=[CH:8][CH:9]=2)[NH:4][CH:3]=1.[CH3:11][C:12]([O:15][C:16](O[C:16]([O:15][C:12]([CH3:14])([CH3:13])[CH3:11])=[O:17])=[O:17])([CH3:14])[CH3:13].O. Product: [Br:1][C:2]1[C:10]2[C:5](=[N:6][CH:7]=[CH:8][CH:9]=2)[N:4]([C:16]([O:15][C:12]([CH3:14])([CH3:13])[CH3:11])=[O:17])[CH:3]=1. The catalyst class is: 230. (7) Reactant: Cl.[F:2][C:3]([F:17])([F:16])[C:4]1[CH:9]=[CH:8][CH:7]=[C:6]([N:10]2[CH2:15][CH2:14][NH:13][CH2:12][CH2:11]2)[CH:5]=1.C([O-])(O)=O.[Na+].Cl[S:24]([C:27]1[CH:32]=[CH:31][C:30]([CH:33]=[CH:34][C:35]([OH:37])=[O:36])=[CH:29][CH:28]=1)(=[O:26])=[O:25].Cl. Product: [F:17][C:3]([F:2])([F:16])[C:4]1[CH:5]=[C:6]([N:10]2[CH2:15][CH2:14][N:13]([S:24]([C:27]3[CH:28]=[CH:29][C:30](/[CH:33]=[CH:34]/[C:35]([OH:37])=[O:36])=[CH:31][CH:32]=3)(=[O:26])=[O:25])[CH2:12][CH2:11]2)[CH:7]=[CH:8][CH:9]=1. The catalyst class is: 38.